Dataset: Reaction yield outcomes from USPTO patents with 853,638 reactions. Task: Predict the reaction yield, written as a fraction of the theoretical maximum amount of product (1.0 means a 100% yield; for example, 0.34 means a 34% yield). (1) The reactants are [F:1][C:2]1[CH:7]=[C:6]([F:8])[CH:5]=[CH:4][C:3]=1[C:9]1[CH:14]=[C:13]([N+:15]([O-:17])=[O:16])[CH:12]=[C:11]([OH:18])[CH:10]=1.C([O-])([O-])=O.[K+].[K+].I[CH2:26][CH:27]([F:29])[F:28]. The catalyst is CN(C=O)C. The product is [F:28][CH:27]([F:29])[CH2:26][O:18][C:11]1[CH:10]=[C:9]([C:3]2[CH:4]=[CH:5][C:6]([F:8])=[CH:7][C:2]=2[F:1])[CH:14]=[C:13]([N+:15]([O-:17])=[O:16])[CH:12]=1. The yield is 0.910. (2) The reactants are [F:1][C:2]1[CH:7]=[CH:6][CH:5]=[C:4]([F:8])[C:3]=1[N:9]1[C:14]2[N:15]=[C:16]([NH:28][CH2:29][CH2:30][N:31]([CH3:33])[CH3:32])[N:17]=[C:18]([C:19]3[CH:20]=[C:21]([CH:25]=[CH:26][CH:27]=3)[C:22]([OH:24])=O)[C:13]=2[CH2:12][NH:11][C:10]1=[O:34].[CH2:35]([NH2:38])[CH2:36][CH3:37].CN(C(ON1N=NC2C=CC=NC1=2)=[N+](C)C)C.F[P-](F)(F)(F)(F)F.C(N(C(C)C)CC)(C)C. The catalyst is C(Cl)Cl.O. The product is [F:8][C:4]1[CH:5]=[CH:6][CH:7]=[C:2]([F:1])[C:3]=1[N:9]1[C:14]2[N:15]=[C:16]([NH:28][CH2:29][CH2:30][N:31]([CH3:32])[CH3:33])[N:17]=[C:18]([C:19]3[CH:20]=[C:21]([CH:25]=[CH:26][CH:27]=3)[C:22]([NH:38][CH2:35][CH2:36][CH3:37])=[O:24])[C:13]=2[CH2:12][NH:11][C:10]1=[O:34]. The yield is 0.310. (3) The reactants are [Cl:1][C:2]1[CH:9]=[C:8]([N:10]2[CH:14]([CH:15]3[CH2:19][CH2:18][CH2:17][CH2:16]3)[CH2:13][C:12](Cl)=[N:11]2)[CH:7]=[CH:6][C:3]=1[C:4]#[N:5].Cl.[NH:22]1[CH2:27][CH2:26][CH:25]([NH:28][S:29]([CH3:32])(=[O:31])=[O:30])[CH2:24][CH2:23]1.CCN([CH:39]([CH3:41])C)C(C)C.CN(C(ON1N=N[C:52]2[CH:53]=[CH:54][CH:55]=[N:56][C:51]1=2)=[N+](C)C)C.F[P-](F)(F)(F)(F)F.CN([CH:69]=[O:70])C. The catalyst is C(Cl)Cl. The product is [Cl:1][C:2]1[CH:9]=[C:8]([N:10]2[CH:14]([CH:15]3[CH2:19][CH2:18][CH2:17][CH2:16]3)[CH:13]3[C:12]([C:54]4[CH:53]=[CH:52][C:51]([C:69]([N:22]5[CH2:23][CH2:24][CH:25]([NH:28][S:29]([CH3:32])(=[O:30])=[O:31])[CH2:26][CH2:27]5)=[O:70])=[N:56][C:55]=4[CH2:39][CH2:41]3)=[N:11]2)[CH:7]=[CH:6][C:3]=1[C:4]#[N:5]. The yield is 0.917. (4) The reactants are CO[CH:3]=[C:4]([C:11]([O:13][CH3:14])=[O:12])[CH:5]=[CH:6][C:7]([O:9]C)=O.[NH2:15][C:16]1[S:17][CH:18]=[CH:19][N:20]=1. The catalyst is CN(C=O)C. The product is [O:9]=[C:7]1[N:15]([C:16]2[S:17][CH:18]=[CH:19][N:20]=2)[CH:3]=[C:4]([C:11]([O:13][CH3:14])=[O:12])[CH:5]=[CH:6]1. The yield is 0.430. (5) The reactants are [CH3:1][N:2]1[CH2:7][CH2:6][C:5]([C:9]2[CH:10]=[C:11]3[C:15](=[CH:16][CH:17]=2)[CH2:14][N:13](C(C2C=CC=CC=2)(C2C=CC=CC=2)C2C=CC=CC=2)[CH2:12]3)([OH:8])[CH2:4][CH2:3]1.[ClH:37]. The catalyst is CO. The product is [ClH:37].[ClH:37].[CH2:14]1[C:15]2[C:11](=[CH:10][C:9]([C:5]3([OH:8])[CH2:6][CH2:7][N:2]([CH3:1])[CH2:3][CH2:4]3)=[CH:17][CH:16]=2)[CH2:12][NH:13]1. The yield is 1.00. (6) The reactants are [Br:1][C:2]1[CH:3]=[C:4]([C:11]([O:13][CH3:14])=[O:12])[C:5]2[CH:6]=[CH:7][NH:8][C:9]=2[CH:10]=1.I[CH:16]([CH3:18])[CH3:17].[H-].[Na+]. The catalyst is CN(C=O)C.O. The product is [Br:1][C:2]1[CH:3]=[C:4]([C:11]([O:13][CH3:14])=[O:12])[C:5]2[CH:6]=[CH:7][N:8]([CH:16]([CH3:18])[CH3:17])[C:9]=2[CH:10]=1. The yield is 0.557. (7) The reactants are [C:9](O[C:9]([O:11][C:12]([CH3:15])([CH3:14])[CH3:13])=[O:10])([O:11][C:12]([CH3:15])([CH3:14])[CH3:13])=[O:10].C(N(C(C)C)CC)(C)C.[CH3:25][C:26]1[C:37]([C:38]([F:41])([F:40])[F:39])=[CH:36][C:29]2[NH:30][CH2:31][CH2:32][CH2:33][C:34](=[O:35])[C:28]=2[CH:27]=1. The catalyst is CN(C1C=CN=CC=1)C.ClCCl. The product is [CH3:25][C:26]1[C:37]([C:38]([F:41])([F:39])[F:40])=[CH:36][C:29]2[N:30]([C:9]([O:11][C:12]([CH3:13])([CH3:14])[CH3:15])=[O:10])[CH2:31][CH2:32][CH2:33][C:34](=[O:35])[C:28]=2[CH:27]=1. The yield is 0.630.